From a dataset of Reaction yield outcomes from USPTO patents with 853,638 reactions. Predict the reaction yield, written as a fraction of the theoretical maximum amount of product (1.0 means a 100% yield; for example, 0.34 means a 34% yield). The reactants are [CH2:1]([C:8]1[N:9]=[N:10][C:11]([C:16]2[CH2:17][CH2:18][NH:19][CH2:20][CH:21]=2)=[C:12]([CH3:15])[C:13]=1[CH3:14])[C:2]1[CH:7]=[CH:6][CH:5]=[CH:4][CH:3]=1.Cl[C:23]1[CH:28]=[CH:27][C:26]([C:29]([F:32])([F:31])[F:30])=[CH:25][N:24]=1. The catalyst is O1CCOCC1. The product is [CH2:1]([C:8]1[N:9]=[N:10][C:11]([C:16]2[CH2:17][CH2:18][N:19]([C:23]3[CH:28]=[CH:27][C:26]([C:29]([F:32])([F:31])[F:30])=[CH:25][N:24]=3)[CH2:20][CH:21]=2)=[C:12]([CH3:15])[C:13]=1[CH3:14])[C:2]1[CH:7]=[CH:6][CH:5]=[CH:4][CH:3]=1. The yield is 0.420.